This data is from Full USPTO retrosynthesis dataset with 1.9M reactions from patents (1976-2016). The task is: Predict the reactants needed to synthesize the given product. (1) The reactants are: [OH:1][CH:2]([CH2:11][O:12][C:13]1[CH:18]=[CH:17][CH:16]=[CH:15][CH:14]=1)[CH2:3][N:4]1C(=O)CCC1=O.[ClH:19]. Given the product [ClH:19].[NH2:4][CH2:3][CH:2]([OH:1])[CH2:11][O:12][C:13]1[CH:18]=[CH:17][CH:16]=[CH:15][CH:14]=1, predict the reactants needed to synthesize it. (2) Given the product [F:34][C:2]([F:1])([F:33])[C:3]1[CH:4]=[C:5]([CH:30]=[CH:31][CH:32]=1)[CH2:6][NH:7][C:8](=[O:29])[C:9]1[CH:14]=[CH:13][N:12]=[C:11]([C:15]2[CH:20]=[C:19]([N:21]3[CH2:25][CH2:24][CH2:23][CH2:22]3)[CH:18]=[CH:17][C:16]=2[NH2:26])[CH:10]=1, predict the reactants needed to synthesize it. The reactants are: [F:1][C:2]([F:34])([F:33])[C:3]1[CH:4]=[C:5]([CH:30]=[CH:31][CH:32]=1)[CH2:6][NH:7][C:8](=[O:29])[C:9]1[CH:14]=[CH:13][N:12]=[C:11]([C:15]2[CH:20]=[C:19]([N:21]3[CH2:25][CH2:24][CH2:23][CH2:22]3)[CH:18]=[CH:17][C:16]=2[N+:26]([O-])=O)[CH:10]=1. (3) Given the product [Cl:15][C:16]1[N:17]=[C:18]([N:23]2[CH2:24][CH2:25][O:26][CH2:27][CH2:28]2)[N:19]=[C:20]([N:7]2[C:6]3[CH:8]=[CH:9][CH:10]=[C:11]([O:12][CH3:13])[C:5]=3[N:4]=[C:3]2[CH:2]([F:1])[F:14])[N:21]=1, predict the reactants needed to synthesize it. The reactants are: [F:1][CH:2]([F:14])[C:3]1[NH:7][C:6]2[CH:8]=[CH:9][CH:10]=[C:11]([O:12][CH3:13])[C:5]=2[N:4]=1.[Cl:15][C:16]1[N:21]=[C:20](Cl)[N:19]=[C:18]([N:23]2[CH2:28][CH2:27][O:26][CH2:25][CH2:24]2)[N:17]=1.C([O-])([O-])=O.[K+].[K+].